The task is: Regression. Given two drug SMILES strings and cell line genomic features, predict the synergy score measuring deviation from expected non-interaction effect.. This data is from NCI-60 drug combinations with 297,098 pairs across 59 cell lines. (1) Synergy scores: CSS=71.9, Synergy_ZIP=20.8, Synergy_Bliss=19.1, Synergy_Loewe=-8.13, Synergy_HSA=16.0. Drug 2: CC12CCC3C(C1CCC2OP(=O)(O)O)CCC4=C3C=CC(=C4)OC(=O)N(CCCl)CCCl.[Na+]. Cell line: OVCAR3. Drug 1: CC1=C2C(C(=O)C3(C(CC4C(C3C(C(C2(C)C)(CC1OC(=O)C(C(C5=CC=CC=C5)NC(=O)C6=CC=CC=C6)O)O)OC(=O)C7=CC=CC=C7)(CO4)OC(=O)C)O)C)OC(=O)C. (2) Drug 1: CC1=C(C=C(C=C1)NC2=NC=CC(=N2)N(C)C3=CC4=NN(C(=C4C=C3)C)C)S(=O)(=O)N.Cl. Drug 2: COC1=CC(=CC(=C1O)OC)C2C3C(COC3=O)C(C4=CC5=C(C=C24)OCO5)OC6C(C(C7C(O6)COC(O7)C8=CC=CS8)O)O. Cell line: SF-539. Synergy scores: CSS=46.3, Synergy_ZIP=-1.80, Synergy_Bliss=0.815, Synergy_Loewe=-5.30, Synergy_HSA=4.42.